The task is: Predict which catalyst facilitates the given reaction.. This data is from Catalyst prediction with 721,799 reactions and 888 catalyst types from USPTO. Reactant: [NH2:1][C:2]1[C:3]([C:9]([NH:11][C:12]2[CH:13]=[N:14][N:15]([CH3:35])[C:16]=2[N:17]2[CH2:23][CH2:22][CH2:21][C@@H:20]([NH:24]C(=O)OCC3C=CC=CC=3)[CH2:19][CH2:18]2)=[O:10])=[N:4][C:5](Cl)=[N:6][CH:7]=1.C1CC=CCC=1. Product: [NH2:1][C:2]1[C:3]([C:9]([NH:11][C:12]2[CH:13]=[N:14][N:15]([CH3:35])[C:16]=2[N:17]2[CH2:23][CH2:22][CH2:21][C@@H:20]([NH2:24])[CH2:19][CH2:18]2)=[O:10])=[N:4][CH:5]=[N:6][CH:7]=1. The catalyst class is: 63.